Task: Predict the reactants needed to synthesize the given product.. Dataset: Full USPTO retrosynthesis dataset with 1.9M reactions from patents (1976-2016) The reactants are: [Cl:1][C:2]1[CH:17]=[CH:16][CH:15]=[C:14]([N+:18]([O-])=O)[C:3]=1[C:4]([NH:6][C:7]1[CH:12]=[CH:11][CH:10]=[C:9]([F:13])[CH:8]=1)=[O:5].C([O-])=O.[NH4+]. Given the product [NH2:18][C:14]1[CH:15]=[CH:16][CH:17]=[C:2]([Cl:1])[C:3]=1[C:4]([NH:6][C:7]1[CH:12]=[CH:11][CH:10]=[C:9]([F:13])[CH:8]=1)=[O:5], predict the reactants needed to synthesize it.